From a dataset of Forward reaction prediction with 1.9M reactions from USPTO patents (1976-2016). Predict the product of the given reaction. (1) Given the reactants C(N(CC)C(C)C)(C)C.[Cl:10][C:11]1[CH:33]=[CH:32][C:14]([CH2:15][NH:16][C:17]([C:19]2[C:20](=[O:31])[C:21]3[CH:28]=[C:27]([CH2:29]Cl)[O:26][C:22]=3[N:23]([CH3:25])[CH:24]=2)=[O:18])=[CH:13][CH:12]=1.[OH:34][C@@H:35]1[CH2:39][CH2:38][NH:37][CH2:36]1.O, predict the reaction product. The product is: [Cl:10][C:11]1[CH:33]=[CH:32][C:14]([CH2:15][NH:16][C:17]([C:19]2[C:20](=[O:31])[C:21]3[CH:28]=[C:27]([CH2:29][N:37]4[CH2:38][CH2:39][C@@H:35]([OH:34])[CH2:36]4)[O:26][C:22]=3[N:23]([CH3:25])[CH:24]=2)=[O:18])=[CH:13][CH:12]=1. (2) Given the reactants [Br-].[NH:2]1[C:10]2[C:5](=[CH:6][CH:7]=[CH:8][CH:9]=2)[C:4]([CH2:11][P+](C2C=CC=CC=2)(C2C=CC=CC=2)C2C=CC=CC=2)=[N:3]1.[CH2:31]([O:38][C:39]1[CH:46]=[CH:45][CH:44]=[CH:43][C:40]=1[CH:41]=O)[C:32]1[CH:37]=[CH:36][CH:35]=[CH:34][CH:33]=1.C(=O)([O-])[O-].[K+].[K+].C(=O)([O-])O.[Na+], predict the reaction product. The product is: [CH2:31]([O:38][C:39]1[CH:46]=[CH:45][CH:44]=[CH:43][C:40]=1/[CH:41]=[CH:11]/[C:4]1[C:5]2[C:10](=[CH:9][CH:8]=[CH:7][CH:6]=2)[NH:2][N:3]=1)[C:32]1[CH:33]=[CH:34][CH:35]=[CH:36][CH:37]=1. (3) Given the reactants C([NH:4][C:5]1[C:6](=[C:10]([I:14])[CH:11]=[CH:12][CH:13]=1)[C:7]([OH:9])=[O:8])(=O)C.[ClH:15], predict the reaction product. The product is: [ClH:15].[I:14][C:10]1[CH:11]=[CH:12][CH:13]=[C:5]([NH2:4])[C:6]=1[C:7]([OH:9])=[O:8]. (4) Given the reactants [NH2:1][CH:2]([C:6]1[CH:11]=[CH:10][C:9]([O:12][C:13]([F:16])([F:15])[F:14])=[CH:8][CH:7]=1)[C:3]([NH2:5])=[O:4].[C:17]([O:21][C:22](O[C:22]([O:21][C:17]([CH3:20])([CH3:19])[CH3:18])=[O:23])=[O:23])([CH3:20])([CH3:19])[CH3:18], predict the reaction product. The product is: [C:17]([O:21][C:22](=[O:23])[NH:1][CH:2]([C:6]1[CH:7]=[CH:8][C:9]([O:12][C:13]([F:14])([F:15])[F:16])=[CH:10][CH:11]=1)[C:3]([NH2:5])=[O:4])([CH3:20])([CH3:19])[CH3:18]. (5) Given the reactants O[CH2:2][C:3]1[CH:8]=[CH:7][C:6]([CH2:9][CH2:10][C:11]2[CH:16]=[CH:15][C:14](CO)=[CH:13][CH:12]=2)=[CH:5][CH:4]=1.S(Cl)([Cl:21])=O.Cl[CH2:24][Cl:25], predict the reaction product. The product is: [CH2:10]([C:11]1[CH:16]=[CH:15][C:14]([CH2:24][Cl:25])=[CH:13][CH:12]=1)[CH2:9][C:6]1[CH:7]=[CH:8][C:3]([CH2:2][Cl:21])=[CH:4][CH:5]=1.[CH4:2]. (6) Given the reactants [Br:1][C:2]1[CH:7]=[CH:6][C:5]([C:8]2[S:12][C:11]3[CH:13]=[C:14]([O:17]C)[CH:15]=[CH:16][C:10]=3[CH:9]=2)=[CH:4][CH:3]=1.B(Br)(Br)Br, predict the reaction product. The product is: [Br:1][C:2]1[CH:7]=[CH:6][C:5]([C:8]2[S:12][C:11]3[CH:13]=[C:14]([OH:17])[CH:15]=[CH:16][C:10]=3[CH:9]=2)=[CH:4][CH:3]=1. (7) Given the reactants [CH3:1][C:2]1([C:8]([O:10][CH3:11])=[O:9])[CH2:7][O:6][CH2:5][CH2:4][NH:3]1.[Cl:12][C:13]1[N:18]=[C:17](Cl)[C:16]([N+:20]([O-:22])=[O:21])=[CH:15][N:14]=1.C(N(C(C)C)CC)(C)C, predict the reaction product. The product is: [Cl:12][C:13]1[N:18]=[C:17]([N:3]2[CH2:4][CH2:5][O:6][CH2:7][C:2]2([CH3:1])[C:8]([O:10][CH3:11])=[O:9])[C:16]([N+:20]([O-:22])=[O:21])=[CH:15][N:14]=1.